Dataset: Full USPTO retrosynthesis dataset with 1.9M reactions from patents (1976-2016). Task: Predict the reactants needed to synthesize the given product. (1) Given the product [F:21][C:19]1([F:22])[O:18][C:17]2[CH:23]=[CH:24][C:14]([C:11]3([C:9]([NH:8][C:6]4[N:7]=[C:2]([C:31]5[CH:32]=[N:33][C:28]([O:27][CH3:26])=[CH:29][C:30]=5[CH3:37])[CH:3]=[C:4]([CH3:25])[CH:5]=4)=[O:10])[CH2:13][CH2:12]3)=[CH:15][C:16]=2[O:20]1, predict the reactants needed to synthesize it. The reactants are: Cl[C:2]1[N:7]=[C:6]([NH:8][C:9]([C:11]2([C:14]3[CH:24]=[CH:23][C:17]4[O:18][C:19]([F:22])([F:21])[O:20][C:16]=4[CH:15]=3)[CH2:13][CH2:12]2)=[O:10])[CH:5]=[C:4]([CH3:25])[CH:3]=1.[CH3:26][O:27][C:28]1[N:33]=[CH:32][C:31](B(O)O)=[C:30]([CH3:37])[CH:29]=1. (2) Given the product [F:1][C:2]1[N:10]=[CH:9][CH:8]=[CH:7][C:3]=1[C:4]([NH:26][C:27]1[S:28][C:29]([N+:32]([O-:34])=[O:33])=[CH:30][N:31]=1)=[O:6], predict the reactants needed to synthesize it. The reactants are: [F:1][C:2]1[N:10]=[CH:9][CH:8]=[CH:7][C:3]=1[C:4]([OH:6])=O.C(Cl)(C(Cl)=O)=O.CCN(C(C)C)C(C)C.[NH2:26][C:27]1[S:28][C:29]([N+:32]([O-:34])=[O:33])=[CH:30][N:31]=1.Cl.CCOCC. (3) Given the product [CH2:28]([C:29]1[N:4]([CH:1]([CH3:3])[CH3:2])[C:5]2[CH:6]=[C:7]([NH:12][C:13]3[CH:18]=[CH:17][N:16]=[C:15]([N:19]4[CH2:24][CH2:23][CH:22]([O:25][CH3:26])[CH2:21][CH2:20]4)[N:14]=3)[N:8]=[CH:9][C:10]=2[N:11]=1)[CH3:27], predict the reactants needed to synthesize it. The reactants are: [CH:1]([NH:4][C:5]1[C:10]([NH2:11])=[CH:9][N:8]=[C:7]([NH:12][C:13]2[CH:18]=[CH:17][N:16]=[C:15]([N:19]3[CH2:24][CH2:23][CH:22]([O:25][CH3:26])[CH2:21][CH2:20]3)[N:14]=2)[CH:6]=1)([CH3:3])[CH3:2].[C:27](OC)(OC)(OC)[CH2:28][CH3:29].